From a dataset of Full USPTO retrosynthesis dataset with 1.9M reactions from patents (1976-2016). Predict the reactants needed to synthesize the given product. (1) Given the product [CH3:13][O:14][C:15](=[O:18])[CH2:16][O:12][C:8]1[CH:9]=[C:10]2[C:5](=[CH:6][CH:7]=1)[N:4]=[CH:3][C:2]([Br:1])=[CH:11]2, predict the reactants needed to synthesize it. The reactants are: [Br:1][C:2]1[CH:3]=[N:4][C:5]2[C:10]([CH:11]=1)=[CH:9][C:8]([OH:12])=[CH:7][CH:6]=2.[CH3:13][O:14][C:15](=[O:18])[CH2:16]Br.C(=O)([O-])[O-].[K+].[K+]. (2) Given the product [Br:1][C:2]1[CH:3]=[C:4]2[C:5]([C:11](=[O:15])[C:10](=[O:14])[NH:9]2)=[C:6]([F:8])[CH:7]=1, predict the reactants needed to synthesize it. The reactants are: [Br:1][C:2]1[CH:3]=[C:4]([NH:9][C:10](=[O:14])/[CH:11]=N/O)[CH:5]=[C:6]([F:8])[CH:7]=1.[OH:15]S(O)(=O)=O. (3) Given the product [F:22][C:2]([F:1])([F:21])[CH2:3][N:4]1[C:8]2[C:9]3[CH:10]=[CH:11][N:12]=[CH:13][C:14]=3[CH2:15][CH2:16][C:7]=2[C:6]([C:17]([OH:19])=[O:18])=[CH:5]1, predict the reactants needed to synthesize it. The reactants are: [F:1][C:2]([F:22])([F:21])[CH2:3][N:4]1[C:8]2[C:9]3[CH:10]=[CH:11][N:12]=[CH:13][C:14]=3[CH2:15][CH2:16][C:7]=2[C:6]([C:17]([O:19]C)=[O:18])=[CH:5]1.O.O.[Li]. (4) Given the product [C:15]([C:11]1[CH:12]=[CH:13][N:14]2[C:9]([CH:10]=1)=[C:8]([S:17][C:18]1[CH:19]=[CH:20][C:21]([S:24]([N:27]3[CH2:28][CH2:29][O:30][CH2:31][CH2:32]3)(=[O:25])=[O:26])=[CH:22][CH:23]=1)[C:7]([CH3:33])=[C:6]2[CH2:5][C:4]([OH:34])=[O:3])#[N:16], predict the reactants needed to synthesize it. The reactants are: C([O:3][C:4](=[O:34])[CH2:5][C:6]1[N:14]2[C:9]([CH:10]=[C:11]([C:15]#[N:16])[CH:12]=[CH:13]2)=[C:8]([S:17][C:18]2[CH:23]=[CH:22][C:21]([S:24]([N:27]3[CH2:32][CH2:31][O:30][CH2:29][CH2:28]3)(=[O:26])=[O:25])=[CH:20][CH:19]=2)[C:7]=1[CH3:33])C.CO.O.[OH-].[Na+]. (5) Given the product [CH2:33]([O:32][C:30]([C:28]1[S:29][C:25]([NH:24][C:1]([C:4]23[CH2:9][CH2:8][C:7]([NH:12][CH2:13][C:14]([N:16]4[CH2:20][C@@H:19]([F:21])[CH2:18][C@H:17]4[C:22]#[N:23])=[O:15])([CH2:6][CH2:5]2)[CH2:10][CH2:11]3)=[O:3])=[N:26][N:27]=1)=[O:31])[CH3:34], predict the reactants needed to synthesize it. The reactants are: [C:1]([C:4]12[CH2:11][CH2:10][C:7]([NH:12][CH2:13][C:14]([N:16]3[CH2:20][C@@H:19]([F:21])[CH2:18][C@H:17]3[C:22]#[N:23])=[O:15])([CH2:8][CH2:9]1)[CH2:6][CH2:5]2)([OH:3])=O.[NH2:24][C:25]1[S:29][C:28]([C:30]([O:32][CH2:33][CH3:34])=[O:31])=[N:27][N:26]=1. (6) Given the product [C:1]1([C@@H:7]([CH3:10])[CH2:8][N:15]2[C:11](=[O:21])[C:12]3[C:13](=[CH:17][CH:18]=[CH:19][CH:20]=3)[C:14]2=[O:16])[CH:6]=[CH:5][CH:4]=[CH:3][CH:2]=1, predict the reactants needed to synthesize it. The reactants are: [C:1]1([C@@H:7]([CH3:10])[CH2:8]O)[CH:6]=[CH:5][CH:4]=[CH:3][CH:2]=1.[C:11]1(=[O:21])[NH:15][C:14](=[O:16])[C:13]2=[CH:17][CH:18]=[CH:19][CH:20]=[C:12]12.C1(P(C2C=CC=CC=2)C2C=CC=CC=2)C=CC=CC=1.CCOC(/N=N/C(OCC)=O)=O. (7) The reactants are: [Cl:1][C:2]1[CH:7]=[CH:6][CH:5]=[C:4]([Cl:8])[C:3]=1[NH:9][C:10]1[NH:22][C:21]2[C:16]3[N:17]=[C:18]([CH3:20])[O:19][C:15]=3[C:14]([C:23](O)=[O:24])=[CH:13][C:12]=2[N:11]=1.S(Cl)(Cl)=O.[F:30][C:31]([F:40])([F:39])[C:32]1[CH:38]=[CH:37][C:35]([NH2:36])=[CH:34][CH:33]=1.[H-].[Na+]. Given the product [Cl:8][C:4]1[CH:5]=[CH:6][CH:7]=[C:2]([Cl:1])[C:3]=1[NH:9][C:10]1[NH:22][C:21]2[C:16]3[N:17]=[C:18]([CH3:20])[O:19][C:15]=3[C:14]([C:23]([NH:36][C:35]3[CH:37]=[CH:38][C:32]([C:31]([F:30])([F:39])[F:40])=[CH:33][CH:34]=3)=[O:24])=[CH:13][C:12]=2[N:11]=1, predict the reactants needed to synthesize it. (8) Given the product [CH2:16]([O:15][C:13](=[O:14])[CH2:12][CH2:11][NH:10][C:8](=[O:9])[C:7]1[CH:6]=[CH:5][C:4]([CH2:3][NH:2][C:30]([NH:29][C:26]2[CH:27]=[CH:28][C:23]([O:22][C:21]([F:20])([F:32])[F:33])=[CH:24][CH:25]=2)=[O:31])=[CH:19][CH:18]=1)[CH3:17], predict the reactants needed to synthesize it. The reactants are: Cl.[NH2:2][CH2:3][C:4]1[CH:19]=[CH:18][C:7]([C:8]([NH:10][CH2:11][CH2:12][C:13]([O:15][CH2:16][CH3:17])=[O:14])=[O:9])=[CH:6][CH:5]=1.[F:20][C:21]([F:33])([F:32])[O:22][C:23]1[CH:28]=[CH:27][C:26]([N:29]=[C:30]=[O:31])=[CH:25][CH:24]=1.